From a dataset of Full USPTO retrosynthesis dataset with 1.9M reactions from patents (1976-2016). Predict the reactants needed to synthesize the given product. (1) Given the product [Si:23]([O:13][C@H:11]1[CH2:12][N:8]([C:6]([O:5][C:1]([CH3:4])([CH3:3])[CH3:2])=[O:7])[C@H:9]([C:14]([O:16][CH3:17])=[O:15])[CH2:10]1)([C:26]([CH3:29])([CH3:28])[CH3:27])([CH3:25])[CH3:24], predict the reactants needed to synthesize it. The reactants are: [C:1]([O:5][C:6]([N:8]1[CH2:12][C@H:11]([OH:13])[CH2:10][C@H:9]1[C:14]([O:16][CH3:17])=[O:15])=[O:7])([CH3:4])([CH3:3])[CH3:2].N1C=CN=C1.[Si:23](Cl)([C:26]([CH3:29])([CH3:28])[CH3:27])([CH3:25])[CH3:24]. (2) Given the product [CH3:28][O:27][CH:13]([O:12][CH3:11])[CH2:14][CH:15]([C:21]1[CH:26]=[CH:25][CH:24]=[CH:23][CH:22]=1)[C:16](=[O:20])[C:17]#[C:18][CH3:19], predict the reactants needed to synthesize it. The reactants are: C(Cl)(=O)C(Cl)=O.CS(C)=O.[CH3:11][O:12][CH:13]([O:27][CH3:28])[CH2:14][CH:15]([C:21]1[CH:26]=[CH:25][CH:24]=[CH:23][CH:22]=1)[CH:16]([OH:20])[C:17]#[C:18][CH3:19].C(N(CC)CC)C. (3) Given the product [CH3:1][O:2][C:3]1[CH:4]=[CH:5][C:6]([CH2:7][N:8]2[C:16]3[C:11](=[CH:12][C:13]([OH:47])=[CH:14][CH:15]=3)[C:10]([C:26]3[N:27]=[N:28][N:29]([C:31]4[CH:36]=[CH:35][C:34]([C:37]([N:39]5[CH2:44][CH2:43][O:42][CH2:41][CH2:40]5)=[O:38])=[CH:33][CH:32]=4)[CH:30]=3)=[N:9]2)=[CH:45][CH:46]=1, predict the reactants needed to synthesize it. The reactants are: [CH3:1][O:2][C:3]1[CH:46]=[CH:45][C:6]([CH2:7][N:8]2[C:16]3[C:11](=[CH:12][C:13](B4OC(C)(C)C(C)(C)O4)=[CH:14][CH:15]=3)[C:10]([C:26]3[N:27]=[N:28][N:29]([C:31]4[CH:36]=[CH:35][C:34]([C:37]([N:39]5[CH2:44][CH2:43][O:42][CH2:41][CH2:40]5)=[O:38])=[CH:33][CH:32]=4)[CH:30]=3)=[N:9]2)=[CH:5][CH:4]=1.[OH:47]O. (4) Given the product [CH:23]1([N:7]([CH:1]2[CH2:6][CH2:5][CH2:4][CH2:3][CH2:2]2)[C:8](=[O:22])[NH:9][C:10]2[S:11][C:12]([S:15][CH:16]([CH3:20])[C:17]([OH:19])=[O:18])=[CH:13][N:14]=2)[CH2:24][CH2:25][CH2:26][CH2:27][CH2:28]1, predict the reactants needed to synthesize it. The reactants are: [CH:1]1([N:7]([CH:23]2[CH2:28][CH2:27][CH2:26][CH2:25][CH2:24]2)[C:8](=[O:22])[NH:9][C:10]2[S:11][C:12]([S:15][C:16](C)([CH3:20])[C:17]([OH:19])=[O:18])=[CH:13][N:14]=2)[CH2:6][CH2:5][CH2:4][CH2:3][CH2:2]1.BrC(C)C(OCC)=O.